This data is from Reaction yield outcomes from USPTO patents with 853,638 reactions. The task is: Predict the reaction yield, written as a fraction of the theoretical maximum amount of product (1.0 means a 100% yield; for example, 0.34 means a 34% yield). (1) The reactants are [CH3:1][NH:2][C@@H:3]1[C:8]2[CH:9]=[CH:10][CH:11]=[CH:12][C:7]=2[C@H:6]([C:13]2[CH:14]=[CH:15][C:16]([Cl:20])=[C:17]([Cl:19])[CH:18]=2)[CH2:5][CH2:4]1.[ClH:21]. The catalyst is C(O)CC. The product is [CH3:1][NH:2][C@@H:3]1[C:8]2[CH:9]=[CH:10][CH:11]=[CH:12][C:7]=2[C@H:6]([C:13]2[CH:14]=[CH:15][C:16]([Cl:20])=[C:17]([Cl:19])[CH:18]=2)[CH2:5][CH2:4]1.[ClH:21]. The yield is 0.850. (2) The reactants are C(N(CC)CC)C.[CH3:8][C:9]1[CH:14]=[CH:13][C:12]([S:15](Cl)(=[O:17])=[O:16])=[CH:11][CH:10]=1.[OH:19][CH2:20][CH2:21][CH2:22][CH:23]([C:53]([O:55][C:56]([CH3:59])([CH3:58])[CH3:57])=[O:54])[CH2:24][C@@H:25]([C:46]([O:48][C:49]([CH3:52])([CH3:51])[CH3:50])=[O:47])[NH:26][C:27]([C:40]1[CH:45]=[CH:44][CH:43]=[CH:42][CH:41]=1)([C:34]1[CH:39]=[CH:38][CH:37]=[CH:36][CH:35]=1)[C:28]1[CH:33]=[CH:32][CH:31]=[CH:30][CH:29]=1. The catalyst is ClCCl. The product is [CH3:8][C:9]1[CH:14]=[CH:13][C:12]([S:15]([O:19][CH2:20][CH2:21][CH2:22][CH:23]([C:53]([O:55][C:56]([CH3:59])([CH3:58])[CH3:57])=[O:54])[CH2:24][C@@H:25]([C:46]([O:48][C:49]([CH3:51])([CH3:52])[CH3:50])=[O:47])[NH:26][C:27]([C:28]2[CH:33]=[CH:32][CH:31]=[CH:30][CH:29]=2)([C:40]2[CH:45]=[CH:44][CH:43]=[CH:42][CH:41]=2)[C:34]2[CH:35]=[CH:36][CH:37]=[CH:38][CH:39]=2)(=[O:17])=[O:16])=[CH:11][CH:10]=1. The yield is 0.670. (3) The reactants are Cl[C:2]([O:4][CH2:5][C:6]1[CH:11]=[CH:10][CH:9]=[CH:8][CH:7]=1)=[O:3].[NH2:12][C:13]1([C:18]([OH:20])=[O:19])[CH2:17][CH2:16][CH2:15][CH2:14]1.C(=O)([O-])[O-].[Na+].[Na+]. The yield is 0.620. The product is [CH2:5]([O:4][C:2]([NH:12][C:13]1([C:18]([OH:20])=[O:19])[CH2:17][CH2:16][CH2:15][CH2:14]1)=[O:3])[C:6]1[CH:11]=[CH:10][CH:9]=[CH:8][CH:7]=1. The catalyst is O1CCOCC1.O. (4) The catalyst is O1CCCC1. The product is [I:27][C:2]1[C:3]2[C:8]([C:9]([C:16]3[CH:21]=[CH:20][CH:19]=[CH:18][CH:17]=3)=[C:10]3[C:15]=1[CH:14]=[CH:13][CH:12]=[CH:11]3)=[CH:7][CH:6]=[CH:5][CH:4]=2. The reactants are Br[C:2]1[C:3]2[C:8]([C:9]([C:16]3[CH:21]=[CH:20][CH:19]=[CH:18][CH:17]=3)=[C:10]3[C:15]=1[CH:14]=[CH:13][CH:12]=[CH:11]3)=[CH:7][CH:6]=[CH:5][CH:4]=2.[Li]CCCC.[I:27]I.S([O-])([O-])(=O)=S.[Na+].[Na+]. The yield is 0.830. (5) The reactants are C(OC([N:8]1[C:12]2[CH:13]=[CH:14][C:15]([Cl:17])=[CH:16][C:11]=2[N:10]=[C:9]1[CH:18]([NH:24][C:25](=[O:40])[C:26]1[CH:31]=[CH:30][C:29]([C:32]([N:34]2[CH2:38][CH2:37][CH2:36][CH2:35]2)=[O:33])=[C:28]([CH3:39])[CH:27]=1)[CH2:19][CH2:20][C:21](O)=[O:22])=O)(C)(C)C.CN(C(ON1N=NC2C=CC=CC1=2)=[N+](C)C)C.[B-](F)(F)(F)F.[CH:63]([N:66](C(C)C)[CH2:67][CH3:68])(C)[CH3:64].C(NCC)C.FC(F)(F)C(O)=O.ClCl. The catalyst is O1CCCC1.C(OCC)(=O)C.C(O)C. The product is [Cl:17][C:15]1[CH:14]=[CH:13][C:12]2[NH:8][C:9]([CH:18]([NH:24][C:25](=[O:40])[C:26]3[CH:31]=[CH:30][C:29]([C:32]([N:34]4[CH2:35][CH2:36][CH2:37][CH2:38]4)=[O:33])=[C:28]([CH3:39])[CH:27]=3)[CH2:19][CH2:20][C:21]([N:66]([CH2:67][CH3:68])[CH2:63][CH3:64])=[O:22])=[N:10][C:11]=2[CH:16]=1. The yield is 0.760.